This data is from NCI-60 drug combinations with 297,098 pairs across 59 cell lines. The task is: Regression. Given two drug SMILES strings and cell line genomic features, predict the synergy score measuring deviation from expected non-interaction effect. (1) Cell line: NCI-H226. Drug 1: C1CCC(C1)C(CC#N)N2C=C(C=N2)C3=C4C=CNC4=NC=N3. Synergy scores: CSS=5.42, Synergy_ZIP=-1.87, Synergy_Bliss=-1.34, Synergy_Loewe=-11.4, Synergy_HSA=-3.40. Drug 2: C1CN(P(=O)(OC1)NCCCl)CCCl. (2) Drug 1: CC1=CC=C(C=C1)C2=CC(=NN2C3=CC=C(C=C3)S(=O)(=O)N)C(F)(F)F. Drug 2: CS(=O)(=O)CCNCC1=CC=C(O1)C2=CC3=C(C=C2)N=CN=C3NC4=CC(=C(C=C4)OCC5=CC(=CC=C5)F)Cl. Cell line: T-47D. Synergy scores: CSS=-0.711, Synergy_ZIP=-1.04, Synergy_Bliss=0.852, Synergy_Loewe=-10.3, Synergy_HSA=-7.22.